This data is from Reaction yield outcomes from USPTO patents with 853,638 reactions. The task is: Predict the reaction yield, written as a fraction of the theoretical maximum amount of product (1.0 means a 100% yield; for example, 0.34 means a 34% yield). (1) The yield is 0.780. The reactants are Br[C:2]1[CH:3]=[CH:4][C:5]2[N:6]([C:8]([C:18]([NH:20][CH3:21])=[O:19])=[C:9]([C:11]3[CH:16]=[CH:15][C:14]([F:17])=[CH:13][CH:12]=3)[N:10]=2)[CH:7]=1.B([C:25]1[CH:26]=[C:27]([CH:31]=[CH:32][CH:33]=1)[C:28]([OH:30])=[O:29])(O)O.O1CCOCC1.C([O-])([O-])=O.[Cs+].[Cs+]. The product is [F:17][C:14]1[CH:15]=[CH:16][C:11]([C:9]2[N:10]=[C:5]3[CH:4]=[CH:3][C:2]([C:25]4[CH:26]=[C:27]([CH:31]=[CH:32][CH:33]=4)[C:28]([OH:30])=[O:29])=[CH:7][N:6]3[C:8]=2[C:18](=[O:19])[NH:20][CH3:21])=[CH:12][CH:13]=1. The catalyst is C1C=CC([P]([Pd]([P](C2C=CC=CC=2)(C2C=CC=CC=2)C2C=CC=CC=2)([P](C2C=CC=CC=2)(C2C=CC=CC=2)C2C=CC=CC=2)[P](C2C=CC=CC=2)(C2C=CC=CC=2)C2C=CC=CC=2)(C2C=CC=CC=2)C2C=CC=CC=2)=CC=1.O. (2) The reactants are [CH2:1]([C:8]1[CH:13]=[CH:12][C:11](Br)=[CH:10][CH:9]=1)[C:2]1[CH:7]=[CH:6][CH:5]=[CH:4][CH:3]=1.C1(CC2C=C(C=CC=2)[CH:25]=[O:26])C=CC=CC=1.[Li]CCCC.CN(C=O)C. The catalyst is C1COCC1. The product is [C:2]1([CH2:1][C:8]2[CH:13]=[CH:12][C:11]([CH:25]=[O:26])=[CH:10][CH:9]=2)[CH:7]=[CH:6][CH:5]=[CH:4][CH:3]=1. The yield is 1.00. (3) The reactants are O=[C:2]1[CH:7]=[CH:6][N:5]2[N:8]=[CH:9][C:10]([C:11]([OH:13])=O)=[C:4]2[NH:3]1.P(Cl)(Cl)([Cl:16])=O.[CH:19]([N:22](CC)C(C)C)([CH3:21])[CH3:20]. No catalyst specified. The product is [Cl:16][C:2]1[CH:7]=[CH:6][N:5]2[N:8]=[CH:9][C:10]([C:11]([NH:22][CH:19]([CH3:21])[CH3:20])=[O:13])=[C:4]2[N:3]=1. The yield is 0.900. (4) The reactants are [C:1]([C:3]1[CH:8]=[CH:7][CH:6]=[CH:5][C:4]=1[C:9]1[CH:14]=[CH:13][C:12]([CH2:15][C:16]2[C:17](=[O:37])[N:18]([C@H:28]3[CH2:33][CH2:32][C@H:31]([C:34](O)=[O:35])[CH2:30][CH2:29]3)[C:19]3[N:20]([N:25]=[CH:26][N:27]=3)[C:21]=2[CH2:22][CH2:23][CH3:24])=[CH:11][CH:10]=1)#[N:2].[NH4+].O[N:40]1C2C=CC=CC=2N=N1.Cl.C(N=C=NCCCN(C)C)C.CN(C)C=O. The catalyst is C(OCC)(=O)C. The product is [C:1]([C:3]1[CH:8]=[CH:7][CH:6]=[CH:5][C:4]=1[C:9]1[CH:14]=[CH:13][C:12]([CH2:15][C:16]2[C:17](=[O:37])[N:18]([C@H:28]3[CH2:33][CH2:32][C@H:31]([C:34]([NH2:40])=[O:35])[CH2:30][CH2:29]3)[C:19]3[N:20]([N:25]=[CH:26][N:27]=3)[C:21]=2[CH2:22][CH2:23][CH3:24])=[CH:11][CH:10]=1)#[N:2]. The yield is 0.670. (5) The reactants are [C:1]([C:3]1[CH:8]=[N:7][N:6]2[CH:9]=[C:10]([NH:13]C(=O)OCC3C=CC=CC=3)[C:11]([CH3:12])=[C:5]2[C:4]=1[NH:24][C:25]1[CH:30]=[CH:29][C:28]([O:31][C:32]2[CH:37]=[CH:36][CH:35]=[CH:34][CH:33]=2)=[CH:27][CH:26]=1)#[N:2].Cl. The catalyst is CO.[Pd]. The product is [NH2:13][C:10]1[C:11]([CH3:12])=[C:5]2[C:4]([NH:24][C:25]3[CH:26]=[CH:27][C:28]([O:31][C:32]4[CH:37]=[CH:36][CH:35]=[CH:34][CH:33]=4)=[CH:29][CH:30]=3)=[C:3]([C:1]#[N:2])[CH:8]=[N:7][N:6]2[CH:9]=1. The yield is 1.00. (6) The reactants are [F:1][C:2]([F:20])([F:19])[CH:3]([NH:11][C:12](=O)OC(C)(C)C)[C:4]([N:6]1[CH2:9][CH:8]([OH:10])[CH2:7]1)=O.[H-].[H-].[H-].[H-].[Li+].[Al+3].C1COCC1.CCOC(C)=O. The catalyst is C(Cl)Cl.O.C1COCC1. The product is [F:20][C:2]([F:1])([F:19])[CH:3]([NH:11][CH3:12])[CH2:4][N:6]1[CH2:7][CH:8]([OH:10])[CH2:9]1. The yield is 0.910. (7) The reactants are [NH2:1][C:2]1[S:3][C:4]([CH2:12][CH2:13][N:14]2[C:22](=[O:23])[C:21]3[C:16](=[CH:17][CH:18]=[CH:19][CH:20]=3)[C:15]2=[O:24])=[CH:5][C:6]=1[C:7]([O:9]CC)=O.C(O)(=O)C.[CH:29](N)=[NH:30]. The catalyst is CN(C)C=O. The product is [OH:9][C:7]1[C:6]2[CH:5]=[C:4]([CH2:12][CH2:13][N:14]3[C:22](=[O:23])[C:21]4[C:16](=[CH:17][CH:18]=[CH:19][CH:20]=4)[C:15]3=[O:24])[S:3][C:2]=2[N:1]=[CH:29][N:30]=1. The yield is 0.550.